Dataset: Forward reaction prediction with 1.9M reactions from USPTO patents (1976-2016). Task: Predict the product of the given reaction. (1) Given the reactants [F:1][C:2]1[CH:11]=[C:10]2[C:5]([CH:6]=[CH:7][C:8](=[O:12])[NH:9]2)=[N:4][CH:3]=1.P([O-])([O-])([O-])=O.[K+].[K+].[K+].Br[CH2:22][CH:23]([O:27][CH2:28][CH3:29])[O:24][CH2:25][CH3:26].COC1CCCC1.Cl, predict the reaction product. The product is: [CH2:25]([O:24][CH:23]([O:27][CH2:28][CH3:29])[CH2:22][N:9]1[C:10]2[C:5](=[N:4][CH:3]=[C:2]([F:1])[CH:11]=2)[CH:6]=[CH:7][C:8]1=[O:12])[CH3:26]. (2) Given the reactants C[O:2][C:3](=[O:33])[C@H:4]([CH2:26][C:27]1[CH:32]=[CH:31][CH:30]=[CH:29][CH:28]=1)[NH:5][C:6]([C:8]1[CH:17]=[CH:16][C:15]2[C:10](=[CH:11][CH:12]=[C:13]([O:18][CH2:19][C:20]3[CH:25]=[CH:24][CH:23]=[CH:22][CH:21]=3)[CH:14]=2)[CH:9]=1)=[O:7].O.[OH-].[Li+], predict the reaction product. The product is: [CH2:19]([O:18][C:13]1[CH:14]=[C:15]2[C:10](=[CH:11][CH:12]=1)[CH:9]=[C:8]([C:6]([NH:5][C@H:4]([C:3]([OH:33])=[O:2])[CH2:26][C:27]1[CH:32]=[CH:31][CH:30]=[CH:29][CH:28]=1)=[O:7])[CH:17]=[CH:16]2)[C:20]1[CH:21]=[CH:22][CH:23]=[CH:24][CH:25]=1. (3) Given the reactants [C:1]([N:4]1[C:13]2[C:8](=[CH:9][C:10]([C:14]3[O:15][C:16]([CH:19]=O)=[CH:17][CH:18]=3)=[CH:11][CH:12]=2)[C@H:7]([NH:21][C:22](=[O:27])[O:23][CH:24]([CH3:26])[CH3:25])[CH2:6][C@@H:5]1[CH3:28])(=[O:3])[CH3:2].C(O)(=O)C.[NH:33]1[CH2:38][CH2:37][CH2:36][CH2:35][CH2:34]1.C(O[BH-](OC(=O)C)OC(=O)C)(=O)C.[Na+], predict the reaction product. The product is: [C:1]([N:4]1[C:13]2[C:8](=[CH:9][C:10]([C:14]3[O:15][C:16]([CH2:19][N:33]4[CH2:38][CH2:37][CH2:36][CH2:35][CH2:34]4)=[CH:17][CH:18]=3)=[CH:11][CH:12]=2)[C@H:7]([NH:21][C:22](=[O:27])[O:23][CH:24]([CH3:25])[CH3:26])[CH2:6][C@@H:5]1[CH3:28])(=[O:3])[CH3:2]. (4) Given the reactants CO[C:3](=[O:25])[C:4]1[C:9]([Cl:10])=[CH:8][C:7](Cl)=[CH:6][C:5]=1[NH:12][C:13](=[O:24])[CH:14]([C:16]1[CH:21]=[CH:20][C:19]([O:22][CH3:23])=[CH:18][CH:17]=1)[CH3:15].[H-].[Na+].Cl.C1C[O:32][CH2:31]C1, predict the reaction product. The product is: [Cl:10][C:9]1[CH:8]=[C:7]([O:32][CH3:31])[CH:6]=[C:5]2[C:4]=1[C:3](=[O:25])[C:14]([C:16]1[CH:21]=[CH:20][C:19]([O:22][CH3:23])=[CH:18][CH:17]=1)([CH3:15])[C:13](=[O:24])[NH:12]2. (5) Given the reactants [C:1]([O:5][C:6](=[O:23])[NH:7][CH:8]([C:15]1[CH:20]=[CH:19][C:18]([Cl:21])=[C:17]([Cl:22])[CH:16]=1)[C:9](=[O:14])N(OC)C)([CH3:4])([CH3:3])[CH3:2].Br[C:25]1[CH:30]=[CH:29][C:28]([C:31]([CH3:34])([CH3:33])[CH3:32])=[CH:27][CH:26]=1, predict the reaction product. The product is: [C:1]([O:5][C:6](=[O:23])[NH:7][CH:8]([C:15]1[CH:20]=[CH:19][C:18]([Cl:21])=[C:17]([Cl:22])[CH:16]=1)[C:9]([C:25]1[CH:30]=[CH:29][C:28]([C:31]([CH3:34])([CH3:33])[CH3:32])=[CH:27][CH:26]=1)=[O:14])([CH3:2])([CH3:3])[CH3:4]. (6) Given the reactants [Cl:1][C:2]1[CH:3]=[C:4]2[C:10]([CH2:11][C:12]3[N:16](CC4C=CC(OC)=CC=4)[N:15]=[C:14]([NH:26][CH2:27][C:28]4[CH:33]=[CH:32][C:31]([F:34])=[CH:30][CH:29]=4)[CH:13]=3)=[CH:9][NH:8][C:5]2=[N:6][CH:7]=1.FC(F)(F)C(O)=O, predict the reaction product. The product is: [Cl:1][C:2]1[CH:3]=[C:4]2[C:10]([CH2:11][C:12]3[NH:16][N:15]=[C:14]([NH:26][CH2:27][C:28]4[CH:33]=[CH:32][C:31]([F:34])=[CH:30][CH:29]=4)[CH:13]=3)=[CH:9][NH:8][C:5]2=[N:6][CH:7]=1. (7) Given the reactants [NH2:1][CH2:2][CH2:3][CH2:4][OH:5].[CH2:6]([N:13]1[CH2:18][CH2:17][C:16](=O)[CH2:15][CH2:14]1)[C:7]1[CH:12]=[CH:11][CH:10]=[CH:9][CH:8]=1.C(O[BH-](OC(=O)C)OC(=O)C)(=O)C.[Na+].Cl.[OH-].[Na+], predict the reaction product. The product is: [CH2:6]([N:13]1[CH2:18][CH2:17][CH:16]([NH:1][CH2:2][CH2:3][CH2:4][OH:5])[CH2:15][CH2:14]1)[C:7]1[CH:12]=[CH:11][CH:10]=[CH:9][CH:8]=1. (8) The product is: [Cl:25][C:26]1[N:31]=[CH:30][N:29]=[C:28]([NH:16][C:15]2[CH:14]=[CH:13][C:12]([N:9]3[CH2:8][CH2:7][N:6]([C:2]4([CH3:1])[CH2:5][O:20][CH2:3]4)[CH2:11][CH2:10]3)=[CH:18][CH:17]=2)[N:27]=1. Given the reactants [CH3:1][C:2]1([N:6]2[CH2:11][CH2:10][N:9]([C:12]3[CH:18]=[CH:17][C:15]([NH2:16])=[CH:14][CH:13]=3)[CH2:8][CH2:7]2)[CH2:5]C[CH2:3]1.C(=O)([O-])[O-:20].[K+].[K+].[Cl:25][C:26]1[N:31]=[C:30](Cl)[N:29]=[CH:28][N:27]=1, predict the reaction product. (9) Given the reactants [Br:1][C:2]1[C:3]([C:9]2[CH:10]=[N:11][N:12]3[CH:17]=[CH:16][CH:15]=[CH:14][C:13]=23)=[N:4][C:5](Cl)=[N:6][CH:7]=1.[NH2:18][C:19]1[CH:24]=[CH:23][C:22]([CH:25]2[CH2:30][CH2:29][N:28](C(=O)C)[CH2:27][CH2:26]2)=[CH:21][C:20]=1[O:34][CH3:35].C1(C)C=CC(S(O)(=O)=O)=CC=1, predict the reaction product. The product is: [Br:1][C:2]1[C:3]([C:9]2[CH:10]=[N:11][N:12]3[CH:17]=[CH:16][CH:15]=[CH:14][C:13]=23)=[N:4][C:5]([NH:18][C:19]2[CH:24]=[CH:23][C:22]([CH:25]3[CH2:26][CH2:27][NH:28][CH2:29][CH2:30]3)=[CH:21][C:20]=2[O:34][CH3:35])=[N:6][CH:7]=1. (10) Given the reactants [Cl:1][C:2]1[CH:7]=[CH:6][C:5]([C:8]2([OH:38])[CH2:13][CH2:12][N:11]([CH2:14][CH2:15][CH:16]=[C:17]3[C:27]4[C:22](=[N:23][CH:24]=[CH:25][CH:26]=4)[O:21][C:20]4[CH:28]=[CH:29][CH:30]=[C:31]([O:32][CH2:33][C:34](=[NH:37])[NH:35]O)[C:19]=4[CH2:18]3)[CH2:10][CH2:9]2)=[CH:4][CH:3]=1.[C:39](N1C=CN=C1)(N1C=CN=C1)=[S:40].O.C(OCC)(=[O:54])C, predict the reaction product. The product is: [Cl:1][C:2]1[CH:7]=[CH:6][C:5]([C:8]2([OH:38])[CH2:13][CH2:12][N:11]([CH2:14][CH2:15][CH:16]=[C:17]3[C:27]4[C:22](=[N:23][CH:24]=[CH:25][CH:26]=4)[O:21][C:20]4[CH:28]=[CH:29][CH:30]=[C:31]([O:32][CH2:33][CH:34]5[NH:37][C:39](=[O:54])[S:40][NH:35]5)[C:19]=4[CH2:18]3)[CH2:10][CH2:9]2)=[CH:4][CH:3]=1.